This data is from Reaction yield outcomes from USPTO patents with 853,638 reactions. The task is: Predict the reaction yield, written as a fraction of the theoretical maximum amount of product (1.0 means a 100% yield; for example, 0.34 means a 34% yield). (1) The product is [CH3:31][N:32]([CH3:44])[C:33](=[O:34])[C:35]1[CH:36]=[CH:37][C:38]([C:2]2[S:6][C:5]([S:7]([N:10]3[CH2:11][CH2:12][C:13]4([N:17]=[C:16]([C:18]5[CH:23]=[CH:22][CH:21]=[C:20]([C:24]([F:25])([F:27])[F:26])[CH:19]=5)[NH:15][C:14]4=[O:28])[CH2:29][CH2:30]3)(=[O:8])=[O:9])=[CH:4][CH:3]=2)=[CH:39][CH:40]=1. The yield is 0.770. The catalyst is C1(C)C=CC=CC=1.C1C=CC([P]([Pd]([P](C2C=CC=CC=2)(C2C=CC=CC=2)C2C=CC=CC=2)([P](C2C=CC=CC=2)(C2C=CC=CC=2)C2C=CC=CC=2)[P](C2C=CC=CC=2)(C2C=CC=CC=2)C2C=CC=CC=2)(C2C=CC=CC=2)C2C=CC=CC=2)=CC=1.O.CCO. The reactants are Br[C:2]1[S:6][C:5]([S:7]([N:10]2[CH2:30][CH2:29][C:13]3([N:17]=[C:16]([C:18]4[CH:23]=[CH:22][CH:21]=[C:20]([C:24]([F:27])([F:26])[F:25])[CH:19]=4)[NH:15][C:14]3=[O:28])[CH2:12][CH2:11]2)(=[O:9])=[O:8])=[CH:4][CH:3]=1.[CH3:31][N:32]([CH3:44])[C:33]([C:35]1[CH:40]=[CH:39][C:38](B(O)O)=[CH:37][CH:36]=1)=[O:34].C([O-])([O-])=O.[Na+].[Na+].N#N. (2) The catalyst is CS(C)=O. The yield is 0.690. The reactants are Cl[C:2]1[CH:7]=[CH:6][C:5]([N+:8]([O-:10])=[O:9])=[CH:4][CH:3]=1.[CH3:11][N:12]1[CH2:17][CH2:16][CH:15]([CH2:18][OH:19])[CH2:14][CH2:13]1.[H-].[Na+]. The product is [CH3:11][N:12]1[CH2:17][CH2:16][CH:15]([CH2:18][O:19][C:2]2[CH:7]=[CH:6][C:5]([N+:8]([O-:10])=[O:9])=[CH:4][CH:3]=2)[CH2:14][CH2:13]1. (3) The reactants are Cl.[CH3:2][CH:3]([CH3:13])[CH2:4][C@H:5]([NH:8][CH2:9][CH:10]([CH3:12])[CH3:11])[CH2:6]O.[C:14](=[S:16])=[S:15].C([O-])([O-])=O.[Cs+].[Cs+]. The catalyst is CC(=O)CC. The product is [CH2:9]([N:8]1[C@@H:5]([CH2:4][CH:3]([CH3:13])[CH3:2])[CH2:6][S:16][C:14]1=[S:15])[CH:10]([CH3:12])[CH3:11]. The yield is 0.520.